This data is from Full USPTO retrosynthesis dataset with 1.9M reactions from patents (1976-2016). The task is: Predict the reactants needed to synthesize the given product. (1) Given the product [C:1]([O:5][C:6]([N:8]([CH3:22])[C@H:9]1[CH2:10][CH2:11][C@H:12]([CH2:15][CH2:16][CH2:17][CH2:18][C:19]([OH:21])=[O:20])[CH2:13][CH2:14]1)=[O:7])([CH3:4])([CH3:3])[CH3:2], predict the reactants needed to synthesize it. The reactants are: [C:1]([O:5][C:6]([N:8]([CH3:22])[CH:9]1[CH2:14][CH2:13][C:12](=[CH:15][CH2:16][CH2:17][CH2:18][C:19]([OH:21])=[O:20])[CH2:11][CH2:10]1)=[O:7])([CH3:4])([CH3:3])[CH3:2].C[O-].[Na+]. (2) Given the product [F:1][C:2]([F:9])([F:8])[CH2:3][CH2:4][C:5]([N:13]([O:12][CH3:11])[CH3:14])=[O:6], predict the reactants needed to synthesize it. The reactants are: [F:1][C:2]([F:9])([F:8])[CH2:3][CH2:4][C:5](Cl)=[O:6].Cl.[CH3:11][O:12][NH:13][CH3:14].N1C=CC=CC=1. (3) The reactants are: [C:1]([O:5][C:6](=[O:13])[C:7]([C:11]#[N:12])([CH3:10])[CH2:8][CH3:9])([CH3:4])([CH3:3])[CH3:2]. Given the product [C:1]([O:5][C:6](=[O:13])[C:7]([CH2:11][NH2:12])([CH3:10])[CH2:8][CH3:9])([CH3:2])([CH3:3])[CH3:4], predict the reactants needed to synthesize it. (4) Given the product [CH2:6]([O:8][C:9](=[O:19])[C@H:10]([CH2:12][C:13]1[CH:18]=[CH:17][CH:16]=[CH:15][CH:14]=1)[NH:11][C:3](=[O:4])[CH2:2][Br:1])[CH3:7], predict the reactants needed to synthesize it. The reactants are: [Br:1][CH2:2][C:3](Br)=[O:4].[CH2:6]([O:8][C:9](=[O:19])[C@H:10]([CH2:12][C:13]1[CH:18]=[CH:17][CH:16]=[CH:15][CH:14]=1)[NH2:11])[CH3:7].C(N(CC)CC)C. (5) Given the product [Cl:12][C:13]1[CH:18]=[CH:17][CH:16]=[CH:15][C:14]=1[N:19]1[C:23]([O:24][C:25]2[CH:30]=[CH:29][CH:28]=[CH:27][C:26]=2[NH:31][C:32]([NH:11][C:8]2[CH:9]=[CH:10][C:5]([CH:3]([O:2][CH3:1])[CH3:4])=[CH:6][CH:7]=2)=[O:33])=[CH:22][C:21]([CH3:34])=[N:20]1, predict the reactants needed to synthesize it. The reactants are: [CH3:1][O:2][CH:3]([C:5]1[CH:10]=[CH:9][C:8]([NH2:11])=[CH:7][CH:6]=1)[CH3:4].[Cl:12][C:13]1[CH:18]=[CH:17][CH:16]=[CH:15][C:14]=1[N:19]1[C:23]([O:24][C:25]2[CH:30]=[CH:29][CH:28]=[CH:27][C:26]=2[N:31]=[C:32]=[O:33])=[CH:22][C:21]([CH3:34])=[N:20]1. (6) Given the product [NH2:20][C:12]1[CH:11]=[CH:10][C:9]([OH:8])=[CH:14][C:13]=1[C:15](=[O:19])[CH:16]([CH3:17])[CH3:18], predict the reactants needed to synthesize it. The reactants are: C([O:8][C:9]1[CH:10]=[CH:11][C:12]([N+:20]([O-])=O)=[C:13]([C:15](=[O:19])[C:16]([CH3:18])=[CH2:17])[CH:14]=1)C1C=CC=CC=1.